This data is from Peptide-MHC class II binding affinity with 134,281 pairs from IEDB. The task is: Regression. Given a peptide amino acid sequence and an MHC pseudo amino acid sequence, predict their binding affinity value. This is MHC class II binding data. (1) The peptide sequence is HWFSRENSYSGVEGEGL. The MHC is DRB1_0101 with pseudo-sequence DRB1_0101. The binding affinity (normalized) is 0.557. (2) The peptide sequence is LTVMDRYSVDADLQL. The MHC is DRB5_0101 with pseudo-sequence DRB5_0101. The binding affinity (normalized) is 0.436.